Dataset: Peptide-MHC class I binding affinity with 185,985 pairs from IEDB/IMGT. Task: Regression. Given a peptide amino acid sequence and an MHC pseudo amino acid sequence, predict their binding affinity value. This is MHC class I binding data. (1) The peptide sequence is KQYNVTQAF. The MHC is HLA-B15:01 with pseudo-sequence HLA-B15:01. The binding affinity (normalized) is 0.587. (2) The peptide sequence is ELFIAPEGM. The MHC is HLA-B40:01 with pseudo-sequence HLA-B40:01. The binding affinity (normalized) is 0.0847. (3) The peptide sequence is GSRAYRNAL. The MHC is HLA-A03:01 with pseudo-sequence HLA-A03:01. The binding affinity (normalized) is 0.0847. (4) The peptide sequence is REIGDISYL. The MHC is HLA-A30:01 with pseudo-sequence HLA-A30:01. The binding affinity (normalized) is 0.0847. (5) The peptide sequence is KTMAPVHTY. The MHC is HLA-A32:01 with pseudo-sequence HLA-A32:01. The binding affinity (normalized) is 0.860. (6) The peptide sequence is INDRPKQAW. The MHC is Mamu-B17 with pseudo-sequence Mamu-B17. The binding affinity (normalized) is 0. (7) The peptide sequence is YVMNIERQDY. The MHC is HLA-A03:01 with pseudo-sequence HLA-A03:01. The binding affinity (normalized) is 0.